The task is: Predict the reactants needed to synthesize the given product.. This data is from Full USPTO retrosynthesis dataset with 1.9M reactions from patents (1976-2016). (1) The reactants are: [Cl:1][C:2]1[C:7]([Cl:8])=[C:6]([Cl:9])[CH:5]=[CH:4][C:3]=1[C:10]1[NH:14][N:13]=[N:12][N:11]=1.Br.Br[CH2:17][C:18]1[CH:19]=[N:20][CH:21]=[CH:22][CH:23]=1.Br.BrCC1C=CN=CC=1. Given the product [Cl:1][C:2]1[C:7]([Cl:8])=[C:6]([Cl:9])[CH:5]=[CH:4][C:3]=1[C:10]1[N:14]([CH2:17][C:18]2[CH:19]=[N:20][CH:21]=[CH:22][CH:23]=2)[N:13]=[N:12][N:11]=1, predict the reactants needed to synthesize it. (2) Given the product [Cl:31][C:32]1[CH:33]=[CH:34][C:35]([F:41])=[C:36]([NH:38][C:39]([N:18]2[CH2:19][CH2:20][C:21](=[O:22])[N:15]([CH2:14][CH2:13][CH2:12][N:10]3[CH2:9][CH2:8][C:5]4([CH2:6][CH2:7]4)[C@H:4]([OH:3])[CH2:11]3)[CH2:16][C@H:17]2[CH3:23])=[O:40])[CH:37]=1, predict the reactants needed to synthesize it. The reactants are: Cl.Cl.[OH:3][C@@H:4]1[CH2:11][N:10]([CH2:12][CH2:13][CH2:14][N:15]2[C:21](=[O:22])[CH2:20][CH2:19][NH:18][C@H:17]([CH3:23])[CH2:16]2)[CH2:9][CH2:8][C:5]21[CH2:7][CH2:6]2.C(N(CC)CC)C.[Cl:31][C:32]1[CH:33]=[CH:34][C:35]([F:41])=[C:36]([N:38]=[C:39]=[O:40])[CH:37]=1. (3) Given the product [CH:19]1([O:22][C:23]2[CH:43]=[CH:42][C:26]([C:27]([NH:29][C:30]3([C:39]([OH:41])=[O:40])[CH2:38][C:37]4[C:32](=[CH:33][CH:34]=[CH:35][CH:36]=4)[CH2:31]3)=[O:28])=[CH:25][C:24]=2[O:44][CH2:45][CH2:46][C:47]2[CH:48]=[C:49]([CH3:53])[CH:50]=[CH:51][CH:52]=2)[CH2:20][CH2:21]1, predict the reactants needed to synthesize it. The reactants are: ClC1C=CC=C(C(OO)=O)C=1.C1(S[C:19]2([O:22][C:23]3[CH:43]=[CH:42][C:26]([C:27]([NH:29][C:30]4([C:39]([OH:41])=[O:40])[CH2:38][C:37]5[C:32](=[CH:33][CH:34]=[CH:35][CH:36]=5)[CH2:31]4)=[O:28])=[CH:25][C:24]=3[O:44][CH2:45][CH2:46][C:47]3[CH:48]=[C:49]([CH3:53])[CH:50]=[CH:51][CH:52]=3)[CH2:21][CH2:20]2)C=CC=CC=1.P([O-])([O-])(O)=O.[Na+].[Na+]. (4) Given the product [CH3:1][O:2][CH2:3][CH2:4][N:5]1[CH2:9][C@@H:8]([C:10]2[S:11][CH:12]=[CH:13][N:14]=2)[C@H:7]([NH:15][C:37]([NH:36][C:35]2[N:31]([C:25]3[CH:26]=[CH:27][CH:28]=[CH:29][CH:30]=3)[N:32]=[C:33]3[CH2:48][CH2:47][CH2:46][C:34]=23)=[O:38])[CH2:6]1, predict the reactants needed to synthesize it. The reactants are: [CH3:1][O:2][CH2:3][CH2:4][N:5]1[CH2:9][C@@H:8]([C:10]2[S:11][CH:12]=[CH:13][N:14]=2)[C@H:7]([NH2:15])[CH2:6]1.CCN(C(C)C)C(C)C.[C:25]1([N:31]2[C:35]([NH:36][C:37](=O)[O:38]C3C=CC=CC=3)=[C:34]3[CH2:46][CH2:47][CH2:48][C:33]3=[N:32]2)[CH2:30][CH2:29][CH:28]=[CH:27][CH:26]=1.